From a dataset of Catalyst prediction with 721,799 reactions and 888 catalyst types from USPTO. Predict which catalyst facilitates the given reaction. (1) Product: [Cl:1][C:2]1[CH:7]=[C:6]([Cl:8])[CH:5]=[CH:4][C:3]=1[C:9]1[N:10]=[C:11]([CH2:16][C:17]2[CH:18]=[CH:19][C:20]([C:23]3[CH:24]=[CH:25][C:26]([O:29][C:30]4[CH:31]=[CH:32][C:33]([C:39]([F:42])([F:41])[F:40])=[C:34]([CH:38]=4)[C:35]([NH:47][S:44]([CH3:43])(=[O:46])=[O:45])=[O:37])=[CH:27][CH:28]=3)=[CH:21][CH:22]=2)[N:12]([CH2:14][CH3:15])[CH:13]=1. The catalyst class is: 1. Reactant: [Cl:1][C:2]1[CH:7]=[C:6]([Cl:8])[CH:5]=[CH:4][C:3]=1[C:9]1[N:10]=[C:11]([CH2:16][C:17]2[CH:22]=[CH:21][C:20]([C:23]3[CH:28]=[CH:27][C:26]([O:29][C:30]4[CH:31]=[CH:32][C:33]([C:39]([F:42])([F:41])[F:40])=[C:34]([CH:38]=4)[C:35]([OH:37])=O)=[CH:25][CH:24]=3)=[CH:19][CH:18]=2)[N:12]([CH2:14][CH3:15])[CH:13]=1.[CH3:43][S:44]([NH2:47])(=[O:46])=[O:45].F[P-](F)(F)(F)(F)F.FC(N(C)C)=[N+](C)C. (2) Reactant: [NH2:1][C:2]1[CH:3]=[CH:4][C:5]([CH3:8])=[N:6][CH:7]=1.[Li+].C[Si]([N-][Si](C)(C)C)(C)C.[CH3:19][C:20]([O:23][C:24](O[C:24]([O:23][C:20]([CH3:22])([CH3:21])[CH3:19])=[O:25])=[O:25])([CH3:22])[CH3:21]. Product: [CH3:8][C:5]1[N:6]=[CH:7][C:2]([NH:1][C:24](=[O:25])[O:23][C:20]([CH3:22])([CH3:21])[CH3:19])=[CH:3][CH:4]=1. The catalyst class is: 1. (3) Reactant: CON(C)[C:4]([C:6]1[C:7]([O:12][CH2:13][C:14]2[CH:19]=[CH:18][C:17]([O:20][CH2:21][C:22]3[N:23]=[C:24]([C:28]4[CH:33]=[CH:32][CH:31]=[CH:30][CH:29]=4)[O:25][C:26]=3[CH3:27])=[C:16]([O:34][CH3:35])[CH:15]=2)=[N:8][N:9]([CH3:11])[CH:10]=1)=[O:5].[CH3:37][Mg]Br.Cl. Product: [CH3:35][O:34][C:16]1[CH:15]=[C:14]([CH:19]=[CH:18][C:17]=1[O:20][CH2:21][C:22]1[N:23]=[C:24]([C:28]2[CH:33]=[CH:32][CH:31]=[CH:30][CH:29]=2)[O:25][C:26]=1[CH3:27])[CH2:13][O:12][C:7]1[C:6]([C:4](=[O:5])[CH3:37])=[CH:10][N:9]([CH3:11])[N:8]=1. The catalyst class is: 7.